Dataset: Forward reaction prediction with 1.9M reactions from USPTO patents (1976-2016). Task: Predict the product of the given reaction. Given the reactants [C:1](Cl)(=[O:3])[CH3:2].Cl.Cl.[NH:7]1[CH2:12][CH2:11][CH:10]([CH2:13][CH2:14][NH:15][C:16]2[N:17]([CH2:30][CH2:31][CH3:32])[N:18]=[C:19]3[C:28]=2[C:27]2[CH:26]=[CH:25][CH:24]=[CH:23][C:22]=2[N:21]=[C:20]3[NH2:29])[CH2:9][CH2:8]1.C(N(CC)CC)C.CN1CCCC1=O, predict the reaction product. The product is: [C:1]([N:7]1[CH2:8][CH2:9][CH:10]([CH2:13][CH2:14][NH:15][C:16]2[N:17]([CH2:30][CH2:31][CH3:32])[N:18]=[C:19]3[C:28]=2[C:27]2[CH:26]=[CH:25][CH:24]=[CH:23][C:22]=2[N:21]=[C:20]3[NH2:29])[CH2:11][CH2:12]1)(=[O:3])[CH3:2].